From a dataset of Full USPTO retrosynthesis dataset with 1.9M reactions from patents (1976-2016). Predict the reactants needed to synthesize the given product. (1) Given the product [NH2:8][C@H:9]([CH2:40][CH:41]([CH3:43])[CH3:42])[CH2:10][N:11]1[C:16](=[O:17])[C:15]([C:18]2[CH:23]=[CH:22][CH:21]=[C:20]([O:24][CH3:25])[C:19]=2[Cl:26])=[CH:14][N:13]([CH2:27][C:28]2[C:33]([C:34]([F:36])([F:35])[F:37])=[CH:32][CH:31]=[CH:30][C:29]=2[F:38])[C:12]1=[O:39], predict the reactants needed to synthesize it. The reactants are: C(OC([NH:8][C@H:9]([CH2:40][CH:41]([CH3:43])[CH3:42])[CH2:10][N:11]1[C:16](=[O:17])[C:15]([C:18]2[CH:23]=[CH:22][CH:21]=[C:20]([O:24][CH3:25])[C:19]=2[Cl:26])=[CH:14][N:13]([CH2:27][C:28]2[C:33]([C:34]([F:37])([F:36])[F:35])=[CH:32][CH:31]=[CH:30][C:29]=2[F:38])[C:12]1=[O:39])=O)(C)(C)C.C(O)(C(F)(F)F)=O. (2) Given the product [C:32]([C:24]1[CH:25]=[CH:26][C:21]([C:20]([NH:19][C:3]2[C:2]([CH3:1])=[CH:7][C:6]([C:8]([F:17])([C:13]([F:15])([F:16])[F:14])[C:9]([F:12])([F:10])[F:11])=[CH:5][C:4]=2[CH3:18])=[O:31])=[CH:22][C:23]=1[N+:28]([O-:30])=[O:29])#[N:33], predict the reactants needed to synthesize it. The reactants are: [CH3:1][C:2]1[CH:7]=[C:6]([C:8]([F:17])([C:13]([F:16])([F:15])[F:14])[C:9]([F:12])([F:11])[F:10])[CH:5]=[C:4]([CH3:18])[C:3]=1[NH:19][C:20](=[O:31])[C:21]1[CH:26]=[CH:25][C:24](F)=[C:23]([N+:28]([O-:30])=[O:29])[CH:22]=1.[C-:32]#[N:33].[Na+].O. (3) Given the product [O:35]1[C:39]2[CH:40]=[CH:41][C:42]([CH2:44][NH:45][C:24]([C@@H:9]3[CH2:10][C:11](=[N:13][O:14][CH2:15][C:16]4[CH:17]=[CH:18][C:19]([O:22][CH3:23])=[CH:20][CH:21]=4)[CH2:12][N:8]3[C:6]([NH:27][CH2:30][CH2:31][CH2:32][CH2:33][CH3:34])=[O:7])=[O:26])=[CH:43][C:38]=2[O:37][CH2:36]1, predict the reactants needed to synthesize it. The reactants are: C(O[C:6]([N:8]1[CH2:12][C:11](=[N:13][O:14][CH2:15][C:16]2[CH:21]=[CH:20][C:19]([O:22][CH3:23])=[CH:18][CH:17]=2)[CH2:10][C@H:9]1[C:24]([OH:26])=O)=[O:7])(C)(C)C.[N:27]([CH2:30][CH2:31][CH2:32][CH2:33][CH3:34])=C=O.[O:35]1[C:39]2[CH:40]=[CH:41][C:42]([CH2:44][NH2:45])=[CH:43][C:38]=2[O:37][CH2:36]1.